This data is from Reaction yield outcomes from USPTO patents with 853,638 reactions. The task is: Predict the reaction yield, written as a fraction of the theoretical maximum amount of product (1.0 means a 100% yield; for example, 0.34 means a 34% yield). (1) The reactants are [CH3:1][N:2]1[CH2:6][CH2:5][CH2:4][C@:3]1([C:8]1[N:12]2[CH:13]=[C:14](F)[CH:15]=[CH:16][C:11]2=[N:10][N:9]=1)[CH3:7].[NH2:18][C@@H:19]1[C:28]2[C:23](=[CH:24][CH:25]=[CH:26][CH:27]=2)[C@H:22]([OH:29])[CH2:21][CH2:20]1.[H-].[Na+].N. The catalyst is CN(C=O)C.CO.C(Cl)Cl. The product is [CH3:1][N:2]1[CH2:6][CH2:5][CH2:4][C@:3]1([C:8]1[N:12]2[CH:13]=[C:14]([O:29][C@H:22]3[C:23]4[C:28](=[CH:27][CH:26]=[CH:25][CH:24]=4)[C@@H:19]([NH2:18])[CH2:20][CH2:21]3)[CH:15]=[CH:16][C:11]2=[N:10][N:9]=1)[CH3:7]. The yield is 0.750. (2) The product is [Br:15][C:16]1[C:21]([CH3:22])=[C:20]([Cl:23])[CH:19]=[C:18]([CH:24]([Cl:3])[CH3:25])[C:17]=1[O:27][CH3:28]. The yield is 0.600. The reactants are N1C(Cl)=NC(Cl)=NC=1[Cl:3].CN(C)C=O.[Br:15][C:16]1[C:17]([O:27][CH3:28])=[C:18]([CH:24](O)[CH3:25])[CH:19]=[C:20]([Cl:23])[C:21]=1[CH3:22]. The catalyst is C(Cl)Cl. (3) The reactants are C[N:2](/[CH:4]=[N:5]\[C:6](=O)[C:7]1[CH:12]=[C:11]([CH3:13])[C:10]([C:14]2[CH:15]=[N:16][C:17]3[NH:22][CH2:21][C:20](=[O:23])[N:19]([CH2:24][C@H:25]4[CH2:30][CH2:29][C@H:28]([O:31][CH3:32])[CH2:27][CH2:26]4)[C:18]=3[N:33]=2)=[CH:9][N:8]=1)C.C(O)(=O)C.[NH2:39]N. The catalyst is O. The product is [CH3:32][O:31][C@H:28]1[CH2:29][CH2:30][C@H:25]([CH2:24][N:19]2[C:18]3=[N:33][C:14]([C:10]4[CH:9]=[N:8][C:7]([C:6]5[N:5]=[CH:4][NH:2][N:39]=5)=[CH:12][C:11]=4[CH3:13])=[CH:15][N:16]=[C:17]3[NH:22][CH2:21][C:20]2=[O:23])[CH2:26][CH2:27]1. The yield is 0.110. (4) The reactants are [C:1]([C:3]1[CH:8]=[CH:7][C:6]([CH:9]([CH3:31])[C:10]([NH:12][CH2:13][C:14]2[C:15]([C:24]3[CH:25]=[C:26]([CH3:30])[CH:27]=[CH:28][CH:29]=3)=[N:16][C:17]([C:20]([F:23])([F:22])[F:21])=[CH:18][CH:19]=2)=[O:11])=[CH:5][C:4]=1[CH3:32])#[N:2].[BH4-].[Na+]. The catalyst is C(O)C. The product is [NH2:2][CH2:1][C:3]1[CH:8]=[CH:7][C:6]([CH:9]([CH3:31])[C:10]([NH:12][CH2:13][C:14]2[C:15]([C:24]3[CH:25]=[C:26]([CH3:30])[CH:27]=[CH:28][CH:29]=3)=[N:16][C:17]([C:20]([F:23])([F:21])[F:22])=[CH:18][CH:19]=2)=[O:11])=[CH:5][C:4]=1[CH3:32]. The yield is 0.560. (5) The reactants are [H-].[Na+].[CH2:3]([NH:6][C:7](=[O:13])[O:8][C:9]([CH3:12])([CH3:11])[CH3:10])[C:4]#[CH:5].[CH2:14](I)[CH3:15]. The catalyst is CN(C=O)C.O. The product is [CH2:14]([N:6]([CH2:3][C:4]#[CH:5])[C:7](=[O:13])[O:8][C:9]([CH3:10])([CH3:12])[CH3:11])[CH3:15]. The yield is 0.470. (6) The reactants are C(OC([N:8]1[CH2:13][CH2:12][N:11]([C:14]2[CH:15]=[N:16][C:17]([NH:20][C:21]3[N:22]=[CH:23][C:24]4[CH:30]=[C:29]([CH2:31][CH2:32][O:33][CH2:34][CH3:35])[C:28](=[O:36])[N:27]([CH:37]5[CH2:41][CH2:40][CH2:39][CH2:38]5)[C:25]=4[N:26]=3)=[CH:18][CH:19]=2)[CH2:10][CH2:9]1)=O)(C)(C)C.[ClH:42]. The catalyst is ClCCl.C(OCC)C. The product is [ClH:42].[CH:37]1([N:27]2[C:25]3[N:26]=[C:21]([NH:20][C:17]4[CH:18]=[CH:19][C:14]([N:11]5[CH2:10][CH2:9][NH:8][CH2:13][CH2:12]5)=[CH:15][N:16]=4)[N:22]=[CH:23][C:24]=3[CH:30]=[C:29]([CH2:31][CH2:32][O:33][CH2:34][CH3:35])[C:28]2=[O:36])[CH2:38][CH2:39][CH2:40][CH2:41]1. The yield is 0.977. (7) The reactants are C(NC(C)C)(C)C.C([Li])CCC.C1CCCCC1.[F:19][C:20]1[CH:25]=[CH:24][C:23]([CH:26]([N:28]2[CH2:33][CH2:32][CH2:31][CH2:30][C:29]2=[O:34])[CH3:27])=[CH:22][CH:21]=1.[CH3:35][O:36][C:37]1[CH:38]=[C:39]([CH:42]=[CH:43][C:44]=1[N:45]1[CH:49]=[C:48]([CH3:50])[N:47]=[CH:46]1)[CH:40]=O.C(OC(=O)C)(=O)C.CC(C)([O-])C.[Na+]. The catalyst is C1(C)C=CC=CC=1.O1CCCC1.O. The product is [F:19][C:20]1[CH:21]=[CH:22][C:23]([C@@H:26]([N:28]2[CH2:33][CH2:32][CH2:31]/[C:30](=[CH:40]\[C:39]3[CH:42]=[CH:43][C:44]([N:45]4[CH:49]=[C:48]([CH3:50])[N:47]=[CH:46]4)=[C:37]([O:36][CH3:35])[CH:38]=3)/[C:29]2=[O:34])[CH3:27])=[CH:24][CH:25]=1. The yield is 0.870. (8) The reactants are OS(O)(=O)=O.[C:6]([C:9]1[CH:10]=[C:11]([S:15]([NH:18][C:19]2[CH:27]=[CH:26][C:22]([C:23]([OH:25])=[O:24])=[C:21]([OH:28])[CH:20]=2)(=[O:17])=[O:16])[CH:12]=[CH:13][CH:14]=1)(=[O:8])[CH3:7].[CH3:29]O. The catalyst is CCOC(C)=O. The product is [C:6]([C:9]1[CH:10]=[C:11]([S:15]([NH:18][C:19]2[CH:27]=[CH:26][C:22]([C:23]([O:25][CH3:29])=[O:24])=[C:21]([OH:28])[CH:20]=2)(=[O:17])=[O:16])[CH:12]=[CH:13][CH:14]=1)(=[O:8])[CH3:7]. The yield is 0.310. (9) The reactants are [Br:1][C:2]1[CH:3]=[N:4][NH:5][CH:6]=1.[CH:7]([O:9][CH2:10][CH3:11])=[CH2:8].Cl.C([O-])(O)=O.[Na+]. The catalyst is C(Cl)Cl. The product is [Br:1][C:2]1[CH:3]=[N:4][N:5]([CH:7]([O:9][CH2:10][CH3:11])[CH3:8])[CH:6]=1. The yield is 0.890. (10) The reactants are [CH3:1][O:2][C:3]1[C:16]([O:17][CH3:18])=[CH:15][CH:14]=[C:13]([C:19]2[CH:20]=[C:21]3[C:25](=[CH:26][CH:27]=2)[C:24](=[O:28])[O:23][CH2:22]3)[C:4]=1[O:5][CH2:6][C:7]([CH3:12])([CH3:11])[C:8]([OH:10])=O.Cl.C[N:31](C)[CH2:32][CH2:33][CH2:34]N=C=NCC.C(N(CC)CC)C.O.ON1C2C=CC=CC=2N=N1.C(N)CC. The catalyst is ClCCl.O. The product is [CH3:1][O:2][C:3]1[C:16]([O:17][CH3:18])=[CH:15][CH:14]=[C:13]([C:19]2[CH:20]=[C:21]3[C:25](=[CH:26][CH:27]=2)[C:24](=[O:28])[O:23][CH2:22]3)[C:4]=1[O:5][CH2:6][C:7]([CH3:11])([CH3:12])[C:8]([NH:31][CH2:32][CH2:33][CH3:34])=[O:10]. The yield is 0.360.